From a dataset of NCI-60 drug combinations with 297,098 pairs across 59 cell lines. Regression. Given two drug SMILES strings and cell line genomic features, predict the synergy score measuring deviation from expected non-interaction effect. (1) Drug 1: CCCS(=O)(=O)NC1=C(C(=C(C=C1)F)C(=O)C2=CNC3=C2C=C(C=N3)C4=CC=C(C=C4)Cl)F. Drug 2: CC(C)CN1C=NC2=C1C3=CC=CC=C3N=C2N. Cell line: SF-268. Synergy scores: CSS=-0.760, Synergy_ZIP=2.76, Synergy_Bliss=1.49, Synergy_Loewe=-3.58, Synergy_HSA=-2.70. (2) Drug 1: B(C(CC(C)C)NC(=O)C(CC1=CC=CC=C1)NC(=O)C2=NC=CN=C2)(O)O. Drug 2: CC1C(C(CC(O1)OC2CC(CC3=C2C(=C4C(=C3O)C(=O)C5=C(C4=O)C(=CC=C5)OC)O)(C(=O)CO)O)N)O.Cl. Cell line: 786-0. Synergy scores: CSS=50.1, Synergy_ZIP=-0.424, Synergy_Bliss=-1.68, Synergy_Loewe=1.33, Synergy_HSA=3.14.